From a dataset of Experimentally validated miRNA-target interactions with 360,000+ pairs, plus equal number of negative samples. Binary Classification. Given a miRNA mature sequence and a target amino acid sequence, predict their likelihood of interaction. (1) The miRNA is hsa-miR-129-5p with sequence CUUUUUGCGGUCUGGGCUUGC. The protein sequence of the target gene is MDHLNEATQGKEHSEMSNNVSDPKGPPAKIARLEQNGSPLGRGRLGSTGAKMQGVPLKHSGHLMKTNLRKGTMLPVFCVVEHYENAIEYDCKEEHAEFVLVRKDMLFNQLIEMALLSLGYSHSSAAQAKGLIQVGKWNPVPLSYVTDAPDATVADMLQDVYHVVTLKIQLHSCPKLEDLPPEQWSHTTVRNALKDLLKDMNQSSLAKECPLSQSMISSIVNSTYYANVSAAKCQEFGRWYKHFKKTKDMMVEMDSLSELSQQGANHVNFGQQPVPGNTAEQPPSPAQLSHGSQPSVRTPL.... Result: 1 (interaction). (2) The miRNA is hsa-miR-1-5p with sequence ACAUACUUCUUUAUAUGCCCAU. The protein sequence of the target gene is MIFTPFLPPADLSVFQNVKGLQNDPEEWVAVSDATEDPSGGTGLPREPALLRGSWRSRFQRALACFTKCFRGGYRALGI. Result: 0 (no interaction). (3) The miRNA is mmu-miR-465c-5p with sequence UAUUUAGAAUGGCGCUGAUCUG. The protein sequence of the target gene is MEEPPQEALAEPLKHESPAAPSSAGHTKGQEEDDQKNQAERKADNHTAHRIADQTALRVPSQAESSIFSQATNGVAEQNGHSTPGQAGRRASNPADVSDLRADDQVNQTPSEQTKGKASSQANNVQHEQSDGQVSGLTEERTAEQTERRLPTQAERRTSGQIDGRLAMPSDQRGSRQTDHRMAGQSERRASEQMDRRMSGEAERRTSEQITHRLSKLSERRPSVQIDSGSSVPSDQSPSVQIDSGSSVPSDQRPSVQIDRRMSGKVRRRSSEKTDYRLAGLADPGTSEQTDLRLYGLVDH.... Result: 0 (no interaction). (4) The miRNA is hsa-miR-7703 with sequence UUGCACUCUGGCCUUCUCCCAGG. The protein sequence of the target gene is MEGLVVAAGGDVSLHNFSARLWEQLVHFHVMRLTDSLFLWVGATPHLRNLAVAMCSRYDSIPVSTSLLGDTSDTTSTGLAQRLARKTNKQVFVSYNLQNTDSNFALLVENRIKEEMEAFPEKF. Result: 1 (interaction).